Task: Predict the reactants needed to synthesize the given product.. Dataset: Full USPTO retrosynthesis dataset with 1.9M reactions from patents (1976-2016) (1) Given the product [C:29]([O:18][C@H:16]1[CH2:17][N:11]2[C:10](=[O:19])[N:9]([C:4]3[CH:5]=[C:6]([Cl:8])[CH:7]=[C:2]([Cl:1])[CH:3]=3)[C:13](=[O:14])[C@@H:12]2[CH2:15]1)(=[O:36])[C:30]1[CH:35]=[CH:34][CH:33]=[CH:32][CH:31]=1, predict the reactants needed to synthesize it. The reactants are: [Cl:1][C:2]1[CH:3]=[C:4]([N:9]2[C:13](=[O:14])[C@@H:12]3[CH2:15][C@@H:16]([OH:18])[CH2:17][N:11]3[C:10]2=[O:19])[CH:5]=[C:6]([Cl:8])[CH:7]=1.CN(C1C=CC=CN=1)C.[C:29](O)(=[O:36])[C:30]1[CH:35]=[CH:34][CH:33]=[CH:32][CH:31]=1.C1CCC(N=C=NC2CCCCC2)CC1. (2) The reactants are: [CH3:1][O:2][C:3]1[CH:12]=[C:11]2[C:6]([CH:7]=[CH:8][C:9](=[O:13])[O:10]2)=[CH:5][CH:4]=1. Given the product [CH3:1][O:2][C:3]1[CH:12]=[C:11]2[C:6]([CH2:7][CH2:8][C:9](=[O:13])[O:10]2)=[CH:5][CH:4]=1, predict the reactants needed to synthesize it. (3) Given the product [CH3:13][C:12]([CH3:14])([CH2:20][C:21]1[CH:30]=[CH:29][C:28]2[C:23](=[CH:24][CH:25]=[CH:26][CH:27]=2)[CH:22]=1)[C:11]([O:16][CH2:17][CH3:18])=[O:15], predict the reactants needed to synthesize it. The reactants are: C[Si]([N-][Si](C)(C)C)(C)C.[Li+].[C:11]([O:16][CH2:17][CH3:18])(=[O:15])[CH:12]([CH3:14])[CH3:13].Cl[CH2:20][C:21]1[CH:30]=[CH:29][C:28]2[C:23](=[CH:24][CH:25]=[CH:26][CH:27]=2)[CH:22]=1. (4) Given the product [Cl:1][C:2]1[CH:3]=[C:4]([CH:5]=[CH:6][C:7]=1[O:8][CH3:9])[CH2:10][CH2:11][C:12]1[S:52][C:39]([C:37]2[CH:36]=[CH:35][C:34]3[NH:30][CH:31]=[N:32][C:33]=3[CH:38]=2)=[N:41][N:42]=1, predict the reactants needed to synthesize it. The reactants are: [Cl:1][C:2]1[CH:3]=[C:4]([CH2:10][CH2:11][C:12](O)=O)[CH:5]=[CH:6][C:7]=1[O:8][CH3:9].C1CCC(N=C=NC2CCCCC2)CC1.[N:30]1[C:34]2[CH:35]=[CH:36][C:37]([C:39]([NH:41][NH2:42])=O)=[CH:38][C:33]=2[NH:32][CH:31]=1.COC1C=CC(P2(SP(C3C=CC(OC)=CC=3)(=S)S2)=[S:52])=CC=1. (5) Given the product [CH:17]([O:9][C:4]1[CH:5]=[CH:6][CH:7]=[CH:8][C:3]=1[C:1]#[N:2])([CH3:19])[CH3:18], predict the reactants needed to synthesize it. The reactants are: [C:1]([C:3]1[CH:8]=[CH:7][CH:6]=[CH:5][C:4]=1[OH:9])#[N:2].C(=O)([O-])[O-].[Cs+].[Cs+].I[CH:17]([CH3:19])[CH3:18]. (6) The reactants are: [CH3:1][C:2]12[CH2:12][CH:6]3[CH2:7][C:8]([CH3:11])([CH2:10][C:4](Br)([CH2:5]3)[CH2:3]1)[CH2:9]2.[C:14]([O-:17])(=[O:16])[CH3:15].[K+]. Given the product [C:14]([O:17][C:4]12[CH2:3][C:2]3([CH3:1])[CH2:12][CH:6]([CH2:7][C:8]([CH3:11])([CH2:9]3)[CH2:10]1)[CH2:5]2)(=[O:16])[CH3:15], predict the reactants needed to synthesize it. (7) Given the product [F:29][C:4]1[CH:5]=[C:6]([O:8][C@H:9]2[CH2:14][CH2:13][CH2:12][CH2:11][C@@H:10]2[C:15]2[C:16]([N+:26]([O-:28])=[O:27])=[N:17][NH:18][CH:19]=2)[CH:7]=[C:2]([F:1])[C:3]=1[S:30]([NH:33][C:41]1[N:42]=[CH:43][S:44][CH:45]=1)(=[O:32])=[O:31], predict the reactants needed to synthesize it. The reactants are: [F:1][C:2]1[CH:7]=[C:6]([O:8][C@H:9]2[CH2:14][CH2:13][CH2:12][CH2:11][C@@H:10]2[C:15]2[C:16]([N+:26]([O-:28])=[O:27])=[N:17][N:18](C3CCCCO3)[CH:19]=2)[CH:5]=[C:4]([F:29])[C:3]=1[S:30]([N:33]([C:41]1[N:42]=[CH:43][S:44][CH:45]=1)C(=O)OC(C)(C)C)(=[O:32])=[O:31].FC(F)(F)C(O)=O.ClCCl. (8) Given the product [NH:3]1[CH:4]=[CH:5][N:1]=[C:2]1[CH2:6][N:7]([CH2:8][C:9]1[CH:10]=[CH:11][C:12]2[N:16]=[C:15]([CH2:17][CH2:18][CH2:19][CH2:20][N:21]([CH2:22][CH2:23][CH3:24])[CH2:25][CH2:26][CH3:27])[N:14]([CH2:28][CH2:29][CH3:30])[C:13]=2[CH:31]=1)[CH2:42][C:38]1[N:37]([CH3:36])[CH:41]=[CH:40][N:39]=1, predict the reactants needed to synthesize it. The reactants are: [NH:1]1[CH:5]=[CH:4][N:3]=[C:2]1[CH2:6][NH:7][CH2:8][C:9]1[CH:10]=[CH:11][C:12]2[N:16]=[C:15]([CH2:17][CH2:18][CH2:19][CH2:20][N:21]([CH2:25][CH2:26][CH3:27])[CH2:22][CH2:23][CH3:24])[N:14]([CH2:28][CH2:29][CH3:30])[C:13]=2[CH:31]=1.C(O)(=O)C.[CH3:36][N:37]1[CH:41]=[CH:40][N:39]=[C:38]1[CH:42]=O.C([BH3-])#N.[Na+]. (9) Given the product [CH3:30][C:29]([CH2:31][CH2:32][CH:33]=[C:34]([CH3:36])[CH3:35])=[CH:28][CH2:27][C:14]1[C:15]([OH:21])=[C:16]([CH3:20])[C:17]([CH3:19])=[C:18]2[C:13]=1[CH2:12][C:11]1([CH2:22][CH2:23][CH2:24]1)[CH2:10][N:9]2[C:6]1[CH:7]=[CH:8][C:3]([O:2][CH3:1])=[CH:4][CH:5]=1, predict the reactants needed to synthesize it. The reactants are: [CH3:1][O:2][C:3]1[CH:8]=[CH:7][C:6]([N:9]2[C:18]3[C:13](=[CH:14][C:15]([OH:21])=[C:16]([CH3:20])[C:17]=3[CH3:19])[CH2:12][C:11]3([CH2:24][CH2:23][CH2:22]3)[CH2:10]2)=[CH:5][CH:4]=1.[OH-].[Na+].[CH2:27](Br)/[CH:28]=[C:29](/[CH2:31][CH2:32][CH:33]=[C:34]([CH3:36])[CH3:35])\[CH3:30].[NH4+].[Cl-]. (10) The reactants are: [C:1]1([N:7]([CH:17]2[CH2:22][CH2:21][NH:20][CH2:19][CH2:18]2)[C:8](=[O:16])[CH2:9][N:10]2[CH2:15][CH2:14][CH2:13][CH2:12][CH2:11]2)[CH:6]=[CH:5][CH:4]=[CH:3][CH:2]=1.C(N(CC)CC)C.[Cl:30][C:31]1[CH:39]=[CH:38][C:34]([C:35](Cl)=[O:36])=[CH:33][CH:32]=1.C(=O)([O-])O.[Na+]. Given the product [Cl:30][C:31]1[CH:39]=[CH:38][C:34]([C:35]([N:20]2[CH2:19][CH2:18][CH:17]([N:7]([C:1]3[CH:2]=[CH:3][CH:4]=[CH:5][CH:6]=3)[C:8](=[O:16])[CH2:9][N:10]3[CH2:15][CH2:14][CH2:13][CH2:12][CH2:11]3)[CH2:22][CH2:21]2)=[O:36])=[CH:33][CH:32]=1, predict the reactants needed to synthesize it.